Dataset: Forward reaction prediction with 1.9M reactions from USPTO patents (1976-2016). Task: Predict the product of the given reaction. (1) The product is: [CH:2]1[NH:1][CH:7]=[C:27]2[C:26](=[O:31])[O:25][CH2:30][CH2:29][C:28]=12. Given the reactants [N:1]12CCCN=[C:7]1CCCC[CH2:2]2.S(C[N+]#[C-])(C1C=CC(C)=CC=1)(=O)=O.[O:25]1[CH2:30][CH2:29][CH:28]=[CH:27][C:26]1=[O:31], predict the reaction product. (2) Given the reactants Cl[C:2]1[CH:7]=[C:6]([C:8]([F:11])([F:10])[F:9])[CH:5]=[C:4]([CH3:12])[N:3]=1.[Mn]([O-])(=O)(=O)=[O:14].C([N+](CCCC)(CCCC)CCCC)CCC.OS([O-])=O.[Na+].[ClH:40].[OH2:41], predict the reaction product. The product is: [Cl:40][C:2]1[N:3]=[C:4]([C:12]([OH:14])=[O:41])[CH:5]=[C:6]([C:8]([F:11])([F:10])[F:9])[CH:7]=1. (3) Given the reactants [C:1]1(=[O:12])[C:9]2[C:4](=[CH:5][CH:6]=[CH:7][CH:8]=2)[CH2:3][C:2]1=[N:10]O.O1CCOCC1, predict the reaction product. The product is: [NH2:10][C@@H:2]1[CH2:3][C:4]2[C:9](=[CH:8][CH:7]=[CH:6][CH:5]=2)[C@H:1]1[OH:12]. (4) Given the reactants [Br:1][C:2]1[CH:10]=[CH:9][C:5]([CH2:6][CH2:7][OH:8])=[CH:4][CH:3]=1.[H-].[Na+].[CH2:13]([S:16][CH2:17][CH2:18][CH2:19]OS(C1C=CC(C)=CC=1)(=O)=O)[CH:14]=[CH2:15], predict the reaction product. The product is: [CH2:13]([S:16][CH2:17][CH2:18][CH2:19][O:8][CH2:7][CH2:6][C:5]1[CH:9]=[CH:10][C:2]([Br:1])=[CH:3][CH:4]=1)[CH:14]=[CH2:15]. (5) Given the reactants [CH2:1](Br)[C:2]1[CH:7]=[CH:6][CH:5]=[CH:4][CH:3]=1.CCN(C(C)C)C(C)C.[OH:18][C:19]1[C:23]([OH:24])=[C:22]([C:25]([O:27][CH2:28][CH3:29])=[O:26])[N:21]([C:30]2[CH:35]=[CH:34][C:33]([O:36][CH3:37])=[CH:32][CH:31]=2)[C:20]=1[C:38]([O:40][CH2:41][CH3:42])=[O:39], predict the reaction product. The product is: [CH2:1]([O:18][C:19]1[C:23]([OH:24])=[C:22]([C:25]([O:27][CH2:28][CH3:29])=[O:26])[N:21]([C:30]2[CH:35]=[CH:34][C:33]([O:36][CH3:37])=[CH:32][CH:31]=2)[C:20]=1[C:38]([O:40][CH2:41][CH3:42])=[O:39])[C:2]1[CH:7]=[CH:6][CH:5]=[CH:4][CH:3]=1. (6) Given the reactants [CH3:1][N:2]1[C:6]([S:7][C:8]2[C:17](=[O:18])[C:16]3[C:11](=[CH:12][CH:13]=[CH:14][CH:15]=3)/[C:10](=[N:19]/[S:20]([C:23]3[CH:28]=[CH:27][C:26]([C:29]4[CH:34]=[CH:33][CH:32]=[CH:31][CH:30]=4)=[CH:25][CH:24]=3)(=[O:22])=[O:21])/[CH:9]=2)=[N:5][N:4]=[N:3]1.[Cl:35][C:36]1[S:40][C:39]([S:41](/[N:44]=[C:45]2\[CH:46]=[C:47](Cl)[C:48](=[O:55])[C:49]3[C:54]\2=[CH:53][CH:52]=[CH:51][CH:50]=3)(=[O:43])=[O:42])=[CH:38][CH:37]=1, predict the reaction product. The product is: [Cl:35][C:36]1[S:40][C:39]([S:41](/[N:44]=[C:45]2\[CH:46]=[C:47]([S:7][C:6]3[N:2]([CH3:1])[N:3]=[N:4][N:5]=3)[C:48](=[O:55])[C:49]3[C:54]\2=[CH:53][CH:52]=[CH:51][CH:50]=3)(=[O:43])=[O:42])=[CH:38][CH:37]=1.[CH3:1][N:2]1[C:6]([S:7][C:8]2[C:17](=[O:18])[C:16]3[C:11](=[CH:12][CH:13]=[CH:14][CH:15]=3)/[C:10](=[N:19]/[S:20]([C:23]3[CH:28]=[CH:27][C:26]([C:29]4[CH:34]=[CH:33][CH:32]=[CH:31][CH:30]=4)=[CH:25][CH:24]=3)(=[O:21])=[O:22])/[CH:9]=2)=[N:5][N:4]=[N:3]1. (7) The product is: [ClH:1].[CH3:28][C@H:15]1[CH2:16][NH:17][CH2:18][C@@H:19]([CH3:20])[N:14]1[C:12]([O:5][CH2:4][C:3]1[C:6]([F:10])=[CH:7][CH:8]=[CH:9][C:2]=1[Cl:1])=[O:13]. Given the reactants [Cl:1][C:2]1[CH:9]=[CH:8][CH:7]=[C:6]([F:10])[C:3]=1[CH2:4][OH:5].Cl[C:12]([N:14]1[C@H:19]([CH3:20])[CH2:18][N:17](C(OC(C)(C)C)=O)[CH2:16][C@@H:15]1[CH3:28])=[O:13], predict the reaction product.